Dataset: Reaction yield outcomes from USPTO patents with 853,638 reactions. Task: Predict the reaction yield, written as a fraction of the theoretical maximum amount of product (1.0 means a 100% yield; for example, 0.34 means a 34% yield). (1) The reactants are [NH2:1][CH2:2][C:3]1[CH:8]=[CH:7][C:6]([CH:9]([CH3:29])[C:10]([NH:12][CH2:13][C:14]2[C:15]([N:24]3[CH2:28][CH2:27][CH2:26][CH2:25]3)=[N:16][C:17]([C:20]([F:23])([F:22])[F:21])=[CH:18][CH:19]=2)=[O:11])=[CH:5][C:4]=1[Cl:30].[CH3:31][S:32](Cl)(=[O:34])=[O:33]. The catalyst is N1C=CC=CC=1.ClCCl. The product is [Cl:30][C:4]1[CH:5]=[C:6]([CH:9]([CH3:29])[C:10]([NH:12][CH2:13][C:14]2[C:15]([N:24]3[CH2:28][CH2:27][CH2:26][CH2:25]3)=[N:16][C:17]([C:20]([F:23])([F:21])[F:22])=[CH:18][CH:19]=2)=[O:11])[CH:7]=[CH:8][C:3]=1[CH2:2][NH:1][S:32]([CH3:31])(=[O:34])=[O:33]. The yield is 0.680. (2) The reactants are [CH:1]([C:4]1[CH:5]=[CH:6][C:7]2[C:12]([NH:13][C:14]3[CH:15]=[C:16]([CH:20]=[CH:21][C:22]=3[S:23][C:24]3[CH:29]=[CH:28][C:27]([NH:30][C:31]([O:33][CH3:34])=[O:32])=[CH:26][CH:25]=3)[C:17](O)=[O:18])=[N:11][CH:10]=[N:9][C:8]=2[N:35]=1)([CH3:3])[CH3:2].F[B-](F)(F)F.N1(OC(N(C)C)=[N+](C)C)C2C=CC=CC=2N=N1.[P:58]([O:71][C:72]([CH3:75])([CH3:74])[CH3:73])([O:66][C:67]([CH3:70])([CH3:69])[CH3:68])([O:60][CH2:61][C:62]([NH2:65])([CH3:64])[CH3:63])=[O:59].C(N(CC)C(C)C)(C)C. The catalyst is CS(C)=O. The product is [C:72]([O:71][P:58]([O:60][CH2:61][C:62]([NH:65][C:17]([C:16]1[CH:20]=[CH:21][C:22]([S:23][C:24]2[CH:25]=[CH:26][C:27]([NH:30][C:31](=[O:32])[O:33][CH3:34])=[CH:28][CH:29]=2)=[C:14]([NH:13][C:12]2[C:7]3[CH:6]=[CH:5][C:4]([CH:1]([CH3:3])[CH3:2])=[N:35][C:8]=3[N:9]=[CH:10][N:11]=2)[CH:15]=1)=[O:18])([CH3:64])[CH3:63])([O:66][C:67]([CH3:70])([CH3:69])[CH3:68])=[O:59])([CH3:75])([CH3:74])[CH3:73]. The yield is 0.790.